Task: Predict the product of the given reaction.. Dataset: Forward reaction prediction with 1.9M reactions from USPTO patents (1976-2016) Given the reactants [NH2:1][C@@H:2]1[C:8](=[O:9])[N:7]([CH2:10][CH:11]2[CH2:13][CH2:12]2)[C:6]2[CH:14]=[CH:15][CH:16]=[CH:17][C:5]=2[C:4]2[CH:18]=[CH:19][CH:20]=[CH:21][C:3]1=2.[F:22][C:23]([F:37])([C:33]([F:36])([F:35])[F:34])[CH2:24][CH2:25][NH:26][C:27](=[O:32])[CH2:28][C:29](O)=[O:30], predict the reaction product. The product is: [CH:11]1([CH2:10][N:7]2[C:8](=[O:9])[C@@H:2]([NH:1][C:29](=[O:30])[CH2:28][C:27]([NH:26][CH2:25][CH2:24][C:23]([F:22])([F:37])[C:33]([F:36])([F:34])[F:35])=[O:32])[C:3]3[CH:21]=[CH:20][CH:19]=[CH:18][C:4]=3[C:5]3[CH:17]=[CH:16][CH:15]=[CH:14][C:6]2=3)[CH2:13][CH2:12]1.